Task: Predict the product of the given reaction.. Dataset: Forward reaction prediction with 1.9M reactions from USPTO patents (1976-2016) (1) Given the reactants [Cl:1][C:2]1[CH:7]=[C:6]([C:8](=O)[CH:9]=[CH:10]N(C)C)[CH:5]=[CH:4][N:3]=1.[OH-].[Na+].FC(F)(F)C(O)=O.FC(F)(F)C(O)=O.[Cl:31][C:32]1[CH:37]=[C:36]([NH:38][C:39]([NH2:41])=[NH:40])[CH:35]=[CH:34][N:33]=1, predict the reaction product. The product is: [Cl:31][C:32]1[CH:37]=[C:36]([NH:38][C:39]2[N:41]=[C:8]([C:6]3[CH:5]=[CH:4][N:3]=[C:2]([Cl:1])[CH:7]=3)[CH:9]=[CH:10][N:40]=2)[CH:35]=[CH:34][N:33]=1. (2) Given the reactants [NH2:1][C:2]1[N:3]=[C:4]([CH3:23])[C:5]2[CH:11]=[CH:10][C:9](=[O:12])[N:8]([C@H:13]3[CH2:18][CH2:17][C@H:16]([O:19][CH2:20][CH2:21][OH:22])[CH2:15][CH2:14]3)[C:6]=2[N:7]=1.[Br:24]N1C(=O)CCC1=O, predict the reaction product. The product is: [NH2:1][C:2]1[N:3]=[C:4]([CH3:23])[C:5]2[CH:11]=[C:10]([Br:24])[C:9](=[O:12])[N:8]([C@H:13]3[CH2:14][CH2:15][C@H:16]([O:19][CH2:20][CH2:21][OH:22])[CH2:17][CH2:18]3)[C:6]=2[N:7]=1.